This data is from Catalyst prediction with 721,799 reactions and 888 catalyst types from USPTO. The task is: Predict which catalyst facilitates the given reaction. Reactant: [CH3:1][C:2]([CH3:5])([O-])C.[K+].[CH3:7][O:8][C:9]1[CH:18]=[CH:17][CH:16]=[C:15]2[C:10]=1[CH2:11][CH2:12][CH2:13][C:14]2=O.[Cl-].[NH4+]. Product: [C:5]1(=[C:14]2[C:15]3[C:10](=[C:9]([O:8][CH3:7])[CH:18]=[CH:17][CH:16]=3)[CH2:11][CH2:12][CH2:13]2)[CH2:2][CH2:1]1. The catalyst class is: 7.